From a dataset of Peptide-MHC class II binding affinity with 134,281 pairs from IEDB. Regression. Given a peptide amino acid sequence and an MHC pseudo amino acid sequence, predict their binding affinity value. This is MHC class II binding data. (1) The peptide sequence is RNVFDEVIPTAFSIG. The MHC is HLA-DQA10501-DQB10201 with pseudo-sequence HLA-DQA10501-DQB10201. The binding affinity (normalized) is 0.268. (2) The peptide sequence is VPKKKKDKDIPQSSE. The MHC is DRB1_0404 with pseudo-sequence DRB1_0404. The binding affinity (normalized) is 0. (3) The peptide sequence is TKKYFAATQFEPLAA. The MHC is HLA-DQA10101-DQB10501 with pseudo-sequence HLA-DQA10101-DQB10501. The binding affinity (normalized) is 0.437. (4) The peptide sequence is TVYVGIVTMLSPMLHK. The MHC is DRB1_0701 with pseudo-sequence DRB1_0701. The binding affinity (normalized) is 0.744. (5) The MHC is HLA-DQA10301-DQB10302 with pseudo-sequence HLA-DQA10301-DQB10302. The binding affinity (normalized) is 0.166. The peptide sequence is AVPLRLLGGLHRMVL. (6) The peptide sequence is AYHFKDPQYPVWELT. The MHC is DRB3_0101 with pseudo-sequence DRB3_0101. The binding affinity (normalized) is 0.337.